Dataset: Full USPTO retrosynthesis dataset with 1.9M reactions from patents (1976-2016). Task: Predict the reactants needed to synthesize the given product. (1) Given the product [C:62]([O:79][CH2:80][C@@H:81]([CH2:102][O:103][C:104](=[O:106])[CH3:105])[O:82][C:83](=[O:101])[CH2:84][CH2:85][CH2:86][CH2:87][CH2:88][CH2:89][CH2:90]/[CH:91]=[CH:92]\[CH2:93]/[CH:94]=[CH:95]\[CH2:96][CH2:97][CH2:98][CH2:99][CH3:100])(=[O:78])[CH2:63][CH2:64][CH2:65][CH2:66][CH2:67][CH2:68][CH2:69][CH2:70][CH2:71][CH2:72][CH2:73][CH2:74][CH2:75][CH2:76][CH3:77], predict the reactants needed to synthesize it. The reactants are: C(OCC(COC(C1C=CC=CC=1)(C1C=CC=CC=1)C1C=CC=CC=1)OC(=O)CCCCCCC/C=C\C/C=C\CCCCC)(=O)CCCCCCCCCCCCCCC.[C:62]([O:79][CH2:80][C@H:81]([CH2:102][O:103][C:104](=[O:106])[CH3:105])[O:82][C:83](=[O:101])[CH2:84][CH2:85][CH2:86][CH2:87][CH2:88][CH2:89][CH2:90]/[CH:91]=[CH:92]\[CH2:93]/[CH:94]=[CH:95]\[CH2:96][CH2:97][CH2:98][CH2:99][CH3:100])(=[O:78])[CH2:63][CH2:64][CH2:65][CH2:66][CH2:67][CH2:68][CH2:69][CH2:70][CH2:71][CH2:72][CH2:73][CH2:74][CH2:75][CH2:76][CH3:77]. (2) Given the product [CH2:25]([O:24][C:23]1[CH:22]=[CH:21][C:18](/[CH:19]=[CH:10]/[C:8]([C:6]2[CH:7]=[C:2]([CH3:1])[CH:3]=[C:4]([N+:12]([O-:14])=[O:13])[C:5]=2[OH:11])=[O:9])=[CH:17][C:16]=1[CH3:15])[C:26]1[CH:27]=[CH:28][CH:29]=[CH:30][CH:31]=1, predict the reactants needed to synthesize it. The reactants are: [CH3:1][C:2]1[CH:7]=[C:6]([C:8]([CH3:10])=[O:9])[C:5]([OH:11])=[C:4]([N+:12]([O-:14])=[O:13])[CH:3]=1.[CH3:15][C:16]1[CH:17]=[C:18]([CH:21]=[CH:22][C:23]=1[O:24][CH2:25][C:26]1[CH:31]=[CH:30][CH:29]=[CH:28][CH:27]=1)[CH:19]=O. (3) Given the product [Cl-:1].[C:13]([O:12][C:10]([N:7]1[CH2:8][CH2:9][C:4](=[CH:3][CH2:2][P+:23]([C:24]2[CH:25]=[CH:26][CH:27]=[CH:28][CH:29]=2)([C:30]2[CH:35]=[CH:34][CH:33]=[CH:32][CH:31]=2)[C:17]2[CH:18]=[CH:19][CH:20]=[CH:21][CH:22]=2)[CH2:5][CH2:6]1)=[O:11])([CH3:16])([CH3:15])[CH3:14], predict the reactants needed to synthesize it. The reactants are: [Cl:1][CH2:2][CH:3]=[C:4]1[CH2:9][CH2:8][N:7]([C:10]([O:12][C:13]([CH3:16])([CH3:15])[CH3:14])=[O:11])[CH2:6][CH2:5]1.[C:17]1([P:23]([C:30]2[CH:35]=[CH:34][CH:33]=[CH:32][CH:31]=2)[C:24]2[CH:29]=[CH:28][CH:27]=[CH:26][CH:25]=2)[CH:22]=[CH:21][CH:20]=[CH:19][CH:18]=1. (4) Given the product [Cl:1][C:2]1[CH:7]=[CH:6][C:5]2[N:4]([CH:10]=[C:9]([C:11]3[CH:12]=[CH:13][C:14]([C:18]([F:19])([F:20])[F:21])=[C:15]([NH:16][C:27](=[O:28])[C:26]([CH3:31])([CH3:30])[CH3:25])[CH:17]=3)[N:8]=2)[N:3]=1, predict the reactants needed to synthesize it. The reactants are: [Cl:1][C:2]1[CH:7]=[CH:6][C:5]2=[N:8][C:9]([C:11]3[CH:12]=[CH:13][C:14]([C:18]([F:21])([F:20])[F:19])=[C:15]([CH:17]=3)[NH2:16])=[CH:10][N:4]2[N:3]=1.C(#N)C.[CH3:25][C:26]([CH3:31])([CH3:30])[C:27](Cl)=[O:28]. (5) Given the product [CH2:1]([O:3][C:4]1[CH:5]=[C:6]([CH2:7][N:8]2[CH2:9][CH2:10][CH:11]([NH:14][C:15]3[O:16][C:17]4[CH:23]=[CH:22][C:21]([O:24][CH2:25][CH2:26][OH:27])=[CH:20][C:18]=4[N:19]=3)[CH2:12][CH2:13]2)[CH:28]=[C:29]([O:32][CH2:33][CH3:34])[C:30]=1[C:49]1[CH:54]=[CH:53][C:52]([F:55])=[CH:51][CH:50]=1)[CH3:2], predict the reactants needed to synthesize it. The reactants are: [CH2:1]([O:3][C:4]1[CH:5]=[C:6]([CH:28]=[C:29]([O:32][CH2:33][CH3:34])[C:30]=1F)[CH2:7][N:8]1[CH2:13][CH2:12][CH:11]([NH:14][C:15]2[O:16][C:17]3[CH:23]=[CH:22][C:21]([O:24][CH2:25][CH2:26][OH:27])=[CH:20][C:18]=3[N:19]=2)[CH2:10][CH2:9]1)[CH3:2].C(OC1C=C(C=O)C=C(OCC)C=1[C:49]1[CH:54]=[CH:53][C:52]([F:55])=[CH:51][CH:50]=1)C.C([BH3-])#N.[Na+].C(N(C(C)C)C(C)C)C. (6) Given the product [CH2:1]([O:8][CH2:9][C@@H:10]1[N:20]2[C:32]3[C:31]4[C:26](=[CH:27][CH:28]=[CH:29][CH:30]=4)[N:25]=[CH:24][C:23]=3[N:22]=[C:21]2[CH2:33][O:12][CH2:11]1)[C:2]1[CH:7]=[CH:6][CH:5]=[CH:4][CH:3]=1, predict the reactants needed to synthesize it. The reactants are: [CH2:1]([O:8][CH2:9][C@H:10]([N:20]1[C:32]2[C:31]3[CH:30]=[CH:29][CH:28]=[CH:27][C:26]=3[N:25]=[CH:24][C:23]=2[N:22]=[C:21]1[CH2:33]Cl)[CH2:11][O:12][Si](C(C)(C)C)(C)C)[C:2]1[CH:7]=[CH:6][CH:5]=[CH:4][CH:3]=1.[F-].C1COCC1. (7) Given the product [Br:43][C:40]1[CH:41]=[CH:42][C:37]([N:36]([CH2:35][CH:30]2[CH2:31][CH2:32][CH2:33][CH2:34]2)[C:8](=[O:19])[NH:9][C:10]2[S:11][C:12]([S:50][CH2:49][C:48]([OH:57])=[O:47])=[CH:13][N:14]=2)=[C:38]([F:44])[CH:39]=1, predict the reactants needed to synthesize it. The reactants are: C1(CN(C2C=CC(S(C)(=O)=O)=CC=2)[C:8](=[O:19])[NH:9][C:10]2[S:11][CH:12]=[C:13](CC(O)=O)[N:14]=2)CCCC1.[CH:30]1([CH2:35][NH:36][C:37]2[CH:42]=[CH:41][C:40]([Br:43])=[CH:39][C:38]=2[F:44])[CH2:34][CH2:33][CH2:32][CH2:31]1.C([O:47][C:48](=[O:57])[CH2:49][S:50]C1SC(N)=NC=1)C.